This data is from Forward reaction prediction with 1.9M reactions from USPTO patents (1976-2016). The task is: Predict the product of the given reaction. (1) The product is: [CH3:11][C:1]1[CH:6]=[CH:5][C:4]([S:7]([O:22][CH2:21][CH2:20][O:19][CH2:18][CH2:17][O:16][CH2:15][CH2:14][O:13][CH3:12])(=[O:9])=[O:8])=[CH:3][CH:2]=1. Given the reactants [C:1]1([CH3:11])[CH:6]=[CH:5][C:4]([S:7](Cl)(=[O:9])=[O:8])=[CH:3][CH:2]=1.[CH3:12][O:13][CH2:14][CH2:15][O:16][CH2:17][CH2:18][O:19][CH2:20][CH2:21][OH:22].O.C(OCC)(=O)C, predict the reaction product. (2) Given the reactants C(I)C=C.[C:5]([O:9][C:10]([N:12]1[C:20]2[C:15](=[CH:16][C:17]([C:21]([C:23]3([CH2:28][CH:29]=[CH2:30])[CH2:27][CH2:26][NH:25][CH2:24]3)=[O:22])=[CH:18][CH:19]=2)[CH:14]=[N:13]1)=[O:11])([CH3:8])([CH3:7])[CH3:6], predict the reaction product. The product is: [C:5]([O:9][C:10]([N:12]1[C:20]2[C:15](=[CH:16][C:17]([C:21]([C:23]3([CH2:28][CH:29]=[CH2:30])[CH2:27][CH2:26][NH:25][CH2:24]3)=[O:22])=[CH:18][CH:19]=2)[CH:14]=[N:13]1)=[O:11])([CH3:8])([CH3:7])[CH3:6].[C:5]([O:9][C:10]([N:12]1[C:20]2[C:15](=[CH:16][C:17]([CH:21]([OH:22])[C:23]3([CH2:28][CH2:29][CH3:30])[CH2:27][CH2:26][NH:25][CH2:24]3)=[CH:18][CH:19]=2)[CH:14]=[N:13]1)=[O:11])([CH3:8])([CH3:7])[CH3:6]. (3) Given the reactants [Cl:1][C:2]1[C:7]([CH3:8])=[CH:6][CH:5]=[CH:4][N:3]=1.OO.NC(N)=[O:13].FC(F)(F)C(OC(=O)C(F)(F)F)=O.O, predict the reaction product. The product is: [Cl:1][C:2]1[C:7]([CH3:8])=[CH:6][CH:5]=[CH:4][N+:3]=1[O-:13]. (4) Given the reactants [CH3:1][O:2][C:3]1[CH:11]=[C:10]2[C:6]([CH2:7][CH2:8][CH:9]2[NH:12][C:13]([NH2:15])=[O:14])=[CH:5][CH:4]=1.NC1[N:12]([CH:9]2[C:10]3[C:6](=[CH:5][CH:4]=[C:3]([O:2][CH3:1])[CH:11]=3)[CH2:7][CH2:8]2)[C:13](=[O:14])[NH:15]C(=O)C=1.C(CC(OCC)=O)#N.[Na].Cl, predict the reaction product. The product is: [CH3:1][O:2][C:3]1[CH:11]=[C:10]2[C:6]([CH2:7][CH2:8][CH:9]2[NH:12][C:13]([NH2:15])=[O:14])=[CH:5][CH:4]=1. (5) The product is: [NH2:7][C:8]1[N:9]([CH3:26])[C:10](=[O:25])[C:11]([CH3:23])([CH3:24])[C@:12]([C:15]2[CH:20]=[C:19]([NH:21][C:30](=[O:31])[C:29]([F:28])([O:37][CH3:38])[C:33]([F:36])([F:35])[F:34])[CH:18]=[CH:17][C:16]=2[F:22])([CH3:14])[N:13]=1. Given the reactants C(OC(=O)[NH:7][C:8]1[N:9]([CH3:26])[C:10](=[O:25])[C:11]([CH3:24])([CH3:23])[C@:12]([C:15]2[CH:20]=[C:19]([NH2:21])[CH:18]=[CH:17][C:16]=2[F:22])([CH3:14])[N:13]=1)(C)(C)C.[F:28][C:29]([O:37][CH3:38])([C:33]([F:36])([F:35])[F:34])[C:30](O)=[O:31], predict the reaction product. (6) Given the reactants Cl.C[O:3][C:4](=[O:24])[C@H:5]([CH2:7][C:8]1[CH:13]=[CH:12][C:11]([O:14][CH2:15][C:16]2[C:21]([Cl:22])=[CH:20][CH:19]=[CH:18][C:17]=2[Cl:23])=[CH:10][CH:9]=1)[NH2:6].[CH3:25][N:26]1[C:34]2[C:29](=[CH:30][CH:31]=[CH:32][CH:33]=2)[CH:28]=[C:27]1C(O)=O, predict the reaction product. The product is: [Cl:23][C:17]1[CH:18]=[CH:19][CH:20]=[C:21]([Cl:22])[C:16]=1[CH2:15][O:14][C:11]1[CH:12]=[CH:13][C:8]([CH2:7][C@@H:5]([C:4]([OH:3])=[O:24])[NH:6][C:27]2[N:26]([CH3:25])[C:34]3[C:29]([CH:28]=2)=[CH:30][CH:31]=[CH:32][CH:33]=3)=[CH:9][CH:10]=1. (7) Given the reactants [NH2:1][OH:2].[CH2:3]([N:5]([CH2:22][CH3:23])[C:6]1[N:10]([C:11]2[CH:16]=[CH:15][C:14]([OH:17])=[CH:13][CH:12]=2)[N:9]=[C:8]([CH2:18][CH3:19])[C:7]=1[C:20]#[N:21])[CH3:4], predict the reaction product. The product is: [CH2:22]([N:5]([CH2:3][CH3:4])[C:6]1[N:10]([C:11]2[CH:16]=[CH:15][C:14]([OH:17])=[CH:13][CH:12]=2)[N:9]=[C:8]([CH2:18][CH3:19])[C:7]=1/[C:20](=[N:1]/[OH:2])/[NH2:21])[CH3:23]. (8) Given the reactants [C:1]([O:4][CH2:5][CH2:6][O:7][C:8]1[CH:17]=[C:16]2[C:11]([CH:12]=[CH:13][C:14]([C:18]3[N:22]4[CH:23]=[C:24]([C@@H:27]([N:32]5[CH2:36][CH2:35][C@H:34]([NH:37]C(OC(C)(C)C)=O)[CH2:33]5)[C:28]([F:31])([F:30])[F:29])[CH:25]=[CH:26][C:21]4=[N:20][N:19]=3)=[N:15]2)=[CH:10][C:9]=1[F:45])(=[O:3])[CH3:2], predict the reaction product. The product is: [C:1]([O:4][CH2:5][CH2:6][O:7][C:8]1[CH:17]=[C:16]2[C:11]([CH:12]=[CH:13][C:14]([C:18]3[N:22]4[CH:23]=[C:24]([C@@H:27]([N:32]5[CH2:36][CH2:35][C@H:34]([NH2:37])[CH2:33]5)[C:28]([F:29])([F:31])[F:30])[CH:25]=[CH:26][C:21]4=[N:20][N:19]=3)=[N:15]2)=[CH:10][C:9]=1[F:45])(=[O:3])[CH3:2]. (9) Given the reactants [CH3:1][O:2][C:3]1[N:8]=[CH:7][C:6](B(O)O)=[CH:5][CH:4]=1.CN(C)C1N=CC(B(O)O)=CC=1.Br[C:25]1[CH:26]=[CH:27][C:28]2[O:49][CH2:48][C:31]3([C:39]4[C:34](=[CH:35][CH:36]=[CH:37][CH:38]=4)[N:33]([CH2:40][C:41]4[S:42][C:43]([Cl:46])=[CH:44][CH:45]=4)[C:32]3=[O:47])[C:29]=2[CH:30]=1.BrC1C=CC=C2C=1C1(C3=CC4OCOC=4C=C3OC1)C(=O)N2CC1SC(Cl)=CC=1, predict the reaction product. The product is: [Cl:46][C:43]1[S:42][C:41]([CH2:40][N:33]2[C:34]3[C:39](=[CH:38][CH:37]=[CH:36][CH:35]=3)[C:31]3([C:29]4[CH:30]=[C:25]([C:6]5[CH:7]=[N:8][C:3]([O:2][CH3:1])=[CH:4][CH:5]=5)[CH:26]=[CH:27][C:28]=4[O:49][CH2:48]3)[C:32]2=[O:47])=[CH:45][CH:44]=1. (10) Given the reactants [CH2:1]([NH2:4])[CH2:2][NH2:3].[CH3:5][CH:6]([CH3:15])[C:7](=O)[CH2:8][C:9](OCC)=[O:10], predict the reaction product. The product is: [CH:6]([C:7]1[NH:4][CH2:1][CH2:2][NH:3][C:9](=[O:10])[CH:8]=1)([CH3:15])[CH3:5].